From a dataset of Catalyst prediction with 721,799 reactions and 888 catalyst types from USPTO. Predict which catalyst facilitates the given reaction. (1) Reactant: [F:1][C:2]([F:41])([F:40])[C:3]1[CH:4]=[C:5]([C@H:13]([O:15][C@H:16]2[CH2:21][CH2:20][N:19]([C:22](OC3C=CC([N+]([O-])=O)=CC=3)=[O:23])[CH2:18][C@H:17]2[C:34]2[CH:39]=[CH:38][CH:37]=[CH:36][CH:35]=2)[CH3:14])[CH:6]=[C:7]([C:9]([F:12])([F:11])[F:10])[CH:8]=1.C([O-])([O-])=O.[K+].[K+].[NH:48]1[CH2:53][CH2:52][CH:51]([N:54]2[CH2:58][CH2:57][CH2:56][C:55]2=[O:59])[CH2:50][CH2:49]1.O. Product: [F:11][C:9]([F:12])([F:10])[C:7]1[CH:6]=[C:5]([C@H:13]([O:15][C@H:16]2[CH2:21][CH2:20][N:19]([C:22]([N:48]3[CH2:49][CH2:50][CH:51]([N:54]4[CH2:58][CH2:57][CH2:56][C:55]4=[O:59])[CH2:52][CH2:53]3)=[O:23])[CH2:18][C@H:17]2[C:34]2[CH:39]=[CH:38][CH:37]=[CH:36][CH:35]=2)[CH3:14])[CH:4]=[C:3]([C:2]([F:1])([F:40])[F:41])[CH:8]=1. The catalyst class is: 3. (2) Reactant: Br[C:2]1[CH:7]=[CH:6][C:5]([C:8]([F:11])([F:10])[F:9])=[CH:4][C:3]=1[C:12]1[N:16]([CH3:17])[N:15]=[CH:14][CH:13]=1.[B:18](OC(C)C)([O:23]C(C)C)[O:19]C(C)C.C([Li])CCC.[OH-].[Na+]. Product: [CH3:17][N:16]1[C:12]([C:3]2[CH:4]=[C:5]([C:8]([F:11])([F:10])[F:9])[CH:6]=[CH:7][C:2]=2[B:18]([OH:23])[OH:19])=[CH:13][CH:14]=[N:15]1. The catalyst class is: 581. (3) Reactant: [CH3:1][N:2]([CH3:19])[CH2:3][CH2:4][CH2:5][N:6]1[C:15]2[C:10](=[CH:11][C:12]([N+:16]([O-])=O)=[CH:13][CH:14]=2)[CH2:9][CH2:8][CH2:7]1.O.NN. Product: [CH3:19][N:2]([CH3:1])[CH2:3][CH2:4][CH2:5][N:6]1[C:15]2[C:10](=[CH:11][C:12]([NH2:16])=[CH:13][CH:14]=2)[CH2:9][CH2:8][CH2:7]1. The catalyst class is: 94. (4) Reactant: C([C@@H:8]1[CH2:12][O:11]C(=O)N1)C1C=CC=CC=1.C([Li])CCC.[N:19]([CH:22]([C:24]1[CH:25]=[C:26]([C:30](=[O:32])[CH3:31])[CH:27]=[CH:28][CH:29]=1)C)=C=O. Product: [CH3:31][C:30]1([C:26]2[CH:25]=[C:24]([CH:29]=[CH:28][CH:27]=2)[C:22]#[N:19])[O:32][CH2:8][CH2:12][O:11]1. The catalyst class is: 1. (5) Reactant: [Cl:1][C:2]1[CH:3]=[N:4][C:5]([N:12]2[CH2:15][CH:14]([CH2:16][O:17][C:18]3[CH:23]=[CH:22][C:21]([F:24])=[CH:20][CH:19]=3)[CH2:13]2)=[C:6]([CH:11]=1)[C:7]([O:9]C)=[O:8].O.[OH-].[Li+]. Product: [Cl:1][C:2]1[CH:3]=[N:4][C:5]([N:12]2[CH2:15][CH:14]([CH2:16][O:17][C:18]3[CH:23]=[CH:22][C:21]([F:24])=[CH:20][CH:19]=3)[CH2:13]2)=[C:6]([CH:11]=1)[C:7]([OH:9])=[O:8]. The catalyst class is: 38. (6) Reactant: [OH:1][C@H:2]([CH3:6])[C:3]([NH2:5])=[O:4].[C:7](Cl)(=[O:9])[CH3:8].CN1CCOCC1. Product: [C:7]([O:1][C@H:2]([CH3:6])[C:3]([NH2:5])=[O:4])(=[O:9])[CH3:8]. The catalyst class is: 7. (7) Reactant: [CH3:1][N:2]1[CH2:7][CH2:6][N:5]([C:8]2[CH:9]=[CH:10][C:11]([N+:18]([O-:20])=[O:19])=[C:12]([CH2:14][C:15]([NH2:17])=[O:16])[CH:13]=2)[CH2:4][CH2:3]1.C[O:22][C:23](=O)[C:24]([C:26]1[C:34]2[C:29](=[CH:30][CH:31]=[CH:32][CH:33]=2)[NH:28][CH:27]=1)=O.CC([O-])(C)C.[K+]. Product: [NH:28]1[C:29]2[C:34](=[CH:33][CH:32]=[CH:31][CH:30]=2)[C:26]([C:24]2[C:23](=[O:22])[NH:17][C:15](=[O:16])[C:14]=2[C:12]2[CH:13]=[C:8]([N:5]3[CH2:6][CH2:7][N:2]([CH3:1])[CH2:3][CH2:4]3)[CH:9]=[CH:10][C:11]=2[N+:18]([O-:20])=[O:19])=[CH:27]1. The catalyst class is: 1. (8) Reactant: [NH2:1][CH:2]1[CH2:7][CH2:6][N:5]([C:8]([O:10][CH2:11][CH3:12])=[O:9])[CH2:4][CH:3]1[O:13][CH3:14].[CH2:15](Br)[C:16]1[CH:21]=[CH:20][CH:19]=[CH:18][CH:17]=1.C(=O)([O-])[O-].[K+].[K+].[I-].[K+]. Product: [CH2:15]([N:1]([CH2:15][C:16]1[CH:21]=[CH:20][CH:19]=[CH:18][CH:17]=1)[CH:2]1[CH2:7][CH2:6][N:5]([C:8]([O:10][CH2:11][CH3:12])=[O:9])[CH2:4][CH:3]1[O:13][CH3:14])[C:16]1[CH:21]=[CH:20][CH:19]=[CH:18][CH:17]=1. The catalyst class is: 18. (9) Reactant: [C:1]1([CH:7]2[CH2:11][CH2:10][CH2:9][NH:8]2)[CH:6]=[CH:5][CH:4]=[CH:3][CH:2]=1.CCN(C(C)C)C(C)C.Cl[C:22]([O:24][CH:25]1[CH:32]2[CH2:33][CH:28]3[CH2:29][CH:30]([CH2:34][CH:26]1[CH2:27]3)[CH2:31]2)=[O:23].Cl. Product: [C:1]1([CH:7]2[CH2:11][CH2:10][CH2:9][N:8]2[C:22]([O:24][CH:25]2[CH:26]3[CH2:34][CH:30]4[CH2:29][CH:28]([CH2:33][CH:32]2[CH2:31]4)[CH2:27]3)=[O:23])[CH:6]=[CH:5][CH:4]=[CH:3][CH:2]=1. The catalyst class is: 2. (10) Reactant: Cl[C:2]1[CH:3]=[C:4](SC2[C:7]3[C:2](=[CH:3][C:4](C)=[CH:5][CH:6]=3)NC=2CCC(N)=O)[CH:5]=[C:6](Cl)[CH:7]=1.[Cl:25][C:26]1[CH:31]=[CH:30][C:29]([S:32][C:33]2[C:41]3[C:36](=[CH:37][CH:38]=[C:39]([CH3:42])[CH:40]=3)[NH:35][C:34]=2[C:43]([OH:45])=[O:44])=[CH:28][CH:27]=1.C(Cl)(=O)C(Cl)=O.C1(O)C=CC=CC=1.CCN(CC)CC. Product: [Cl:25][C:26]1[CH:27]=[CH:28][C:29]([S:32][C:33]2[C:41]3[C:36](=[CH:37][CH:38]=[C:39]([CH3:42])[CH:40]=3)[NH:35][C:34]=2[C:43]([O:45][C:2]2[CH:3]=[CH:4][CH:5]=[CH:6][CH:7]=2)=[O:44])=[CH:30][CH:31]=1. The catalyst class is: 1.